This data is from Reaction yield outcomes from USPTO patents with 853,638 reactions. The task is: Predict the reaction yield, written as a fraction of the theoretical maximum amount of product (1.0 means a 100% yield; for example, 0.34 means a 34% yield). (1) The reactants are I[C:2]1[C:3]([O:14][C@H:15]2[CH2:20][CH2:19][C@@H:18]([C:21]([F:24])([F:23])[F:22])[CH2:17][CH2:16]2)=[CH:4][CH:5]=[C:6]2[C:11]=1[CH:10]=[C:9]([CH:12]=[O:13])[CH:8]=[CH:7]2.CN(P(N(C)C)(N(C)C)=O)C. The catalyst is CN(C=O)C.CCOC(C)=O.[Cu]I. The product is [F:22][C:21]([F:24])([F:23])[C:2]1[C:3]([O:14][C@H:15]2[CH2:20][CH2:19][C@@H:18]([C:21]([F:24])([F:23])[F:22])[CH2:17][CH2:16]2)=[CH:4][CH:5]=[C:6]2[C:11]=1[CH:10]=[C:9]([CH:12]=[O:13])[CH:8]=[CH:7]2. The yield is 0.700. (2) The reactants are [N:1]12[CH2:8][CH2:7][C:4]([C:9]([C:17]3[CH:22]=[CH:21][CH:20]=[CH:19][CH:18]=3)([C:11]3[CH:16]=[CH:15][CH:14]=[CH:13][CH:12]=3)[OH:10])([CH2:5][CH2:6]1)[CH2:3][CH2:2]2.[Br:23][CH3:24]. The catalyst is CC#N. The product is [Br-:23].[OH:10][C:9]([C:17]1[CH:22]=[CH:21][CH:20]=[CH:19][CH:18]=1)([C:11]1[CH:12]=[CH:13][CH:14]=[CH:15][CH:16]=1)[C:4]12[CH2:5][CH2:6][N+:1]([CH3:24])([CH2:2][CH2:3]1)[CH2:8][CH2:7]2. The yield is 0.880. (3) The reactants are [NH2:1][C:2]1[CH:7]=[CH:6][C:5]([N+:8]([O-:10])=[O:9])=[CH:4][C:3]=1[C:11]#[C:12][C:13]([CH3:19])([CH3:18])[C:14]([O:16][CH3:17])=[O:15].N1C=CC=CC=1.[C:26](Cl)(=[O:30])[CH2:27][CH2:28][CH3:29]. The catalyst is C(Cl)Cl. The product is [C:26]([NH:1][C:2]1[CH:7]=[CH:6][C:5]([N+:8]([O-:10])=[O:9])=[CH:4][C:3]=1[C:11]#[C:12][C:13]([CH3:19])([CH3:18])[C:14]([O:16][CH3:17])=[O:15])(=[O:30])[CH2:27][CH2:28][CH3:29]. The yield is 0.450. (4) The reactants are [C:1]([N:5]1[C:10](=[O:11])[CH:9]2[CH2:12][CH:6]1[CH:7]=[CH:8]2)(=[O:4])[CH2:2][CH3:3].CC(O)CC.[BH4-].[Na+].Cl. The catalyst is O. The product is [C:1]([NH:5][CH:6]1[CH2:12][CH:9]([CH2:10][OH:11])[CH:8]=[CH:7]1)(=[O:4])[CH2:2][CH3:3]. The yield is 0.650. (5) The reactants are Br[C:2]1[CH:7]=[CH:6][C:5]([N:8]([C:13]2[C:32]([CH:33]3[CH2:35][CH2:34]3)=[CH:31][C:16]3[C:17]([C:27]([NH:29][CH3:30])=[O:28])=[C:18]([C:20]4[CH:25]=[CH:24][C:23]([F:26])=[CH:22][CH:21]=4)[O:19][C:15]=3[CH:14]=2)[S:9]([CH3:12])(=[O:11])=[O:10])=[CH:4][C:3]=1[CH2:36][CH2:37][OH:38].C([O-])([O-])=O.[K+].[K+].CC1(C)C(C)(C)O[B:48](B2OC(C)(C)C(C)(C)O2)[O:47]1. The catalyst is O1CCOCC1.O.C1C=CC(P(C2C=CC=CC=2)[C-]2C=CC=C2)=CC=1.C1C=CC(P(C2C=CC=CC=2)[C-]2C=CC=C2)=CC=1.Cl[Pd]Cl.[Fe+2]. The product is [CH:33]1([C:32]2[C:13]([N:8]([C:5]3[CH:6]=[CH:7][C:2]4[B:48]([OH:47])[O:38][CH2:37][CH2:36][C:3]=4[CH:4]=3)[S:9]([CH3:12])(=[O:11])=[O:10])=[CH:14][C:15]3[O:19][C:18]([C:20]4[CH:25]=[CH:24][C:23]([F:26])=[CH:22][CH:21]=4)=[C:17]([C:27]([NH:29][CH3:30])=[O:28])[C:16]=3[CH:31]=2)[CH2:34][CH2:35]1. The yield is 0.650. (6) The reactants are [C:1]([O:5][C:6]([N:8]1[C@H:12]([CH2:13][O:14][Si:15]([C:28]([CH3:31])([CH3:30])[CH3:29])([C:22]2[CH:27]=[CH:26][CH:25]=[CH:24][CH:23]=2)[C:16]2[CH:21]=[CH:20][CH:19]=[CH:18][CH:17]=2)[CH2:11][CH2:10][CH:9]1[OH:32])=[O:7])([CH3:4])([CH3:3])[CH3:2].[CH3:33]C1C=CC(S([O-])(=O)=O)=CC=1.C1C=C[NH+]=CC=1. The catalyst is CO. The product is [C:1]([O:5][C:6]([N:8]1[C@H:12]([CH2:13][O:14][Si:15]([C:28]([CH3:31])([CH3:30])[CH3:29])([C:16]2[CH:21]=[CH:20][CH:19]=[CH:18][CH:17]=2)[C:22]2[CH:23]=[CH:24][CH:25]=[CH:26][CH:27]=2)[CH2:11][CH2:10][CH:9]1[O:32][CH3:33])=[O:7])([CH3:4])([CH3:2])[CH3:3]. The yield is 0.990. (7) The reactants are C1(P(=O)(C2C=CC=CC=2)C2C=CC=CC=2)C=CC=CC=1.FC(F)(F)S(OS(C(F)(F)F)(=O)=O)(=O)=O.C([S:43][CH:44]([CH:68]([O:71][CH3:72])[O:69][CH3:70])[CH2:45][NH:46][C:47]([C:49]1[NH:50][C:51]2[C:56]([CH:57]=1)=[CH:55][CH:54]=[CH:53][C:52]=2[NH:58][S:59]([C:62]1[CH:67]=[CH:66][CH:65]=[CH:64][N:63]=1)(=[O:61])=[O:60])=O)C1C=CC=CC=1.C1(SC)C=CC=CC=1.C(=O)([O-])O.[Na+]. The catalyst is ClCCl. The product is [CH3:70][O:69][CH:68]([O:71][CH3:72])[CH:44]1[S:43][C:47]([C:49]2[NH:50][C:51]3[C:56]([CH:57]=2)=[CH:55][CH:54]=[CH:53][C:52]=3[NH:58][S:59]([C:62]2[CH:67]=[CH:66][CH:65]=[CH:64][N:63]=2)(=[O:61])=[O:60])=[N:46][CH2:45]1. The yield is 0.400. (8) The product is [CH:39]([NH:42][C:4](=[O:38])[C:5]1[CH:10]=[C:9]([C:11]2[CH:12]=[C:13]3[C:19]([C:20]4[CH:25]=[CH:24][CH:23]=[CH:22][C:21]=4[O:26][CH3:27])=[CH:18][NH:17][C:14]3=[N:15][CH:16]=2)[CH:8]=[N:7][CH:6]=1)([CH3:41])[CH3:40]. The reactants are C(O[C:4](=[O:38])[C:5]1[CH:10]=[C:9]([C:11]2[CH:12]=[C:13]3[C:19]([C:20]4[CH:25]=[CH:24][CH:23]=[CH:22][C:21]=4[O:26][CH3:27])=[CH:18][N:17](S(C4C=CC(C)=CC=4)(=O)=O)[C:14]3=[N:15][CH:16]=2)[CH:8]=[N:7][CH:6]=1)C.[CH:39]([NH2:42])([CH3:41])[CH3:40]. No catalyst specified. The yield is 0.350. (9) The reactants are [NH2:1][C:2]1[C:3](Cl)=[N:4][C:5]2[C:10]([C:11]=1[NH:12][CH2:13][CH2:14][O:15][CH2:16][CH2:17][O:18][CH2:19][CH2:20][O:21][CH2:22][CH2:23][P:24](=[O:31])([O:28][CH2:29][CH3:30])[O:25][CH2:26][CH3:27])=[CH:9][CH:8]=[CH:7][CH:6]=2.F[P-](F)(F)(F)(F)F.[N:40]1(OC(N(C)C)=[N+](C)C)C2N=CC=CC=2N=N1.[CH2:57]([O:59][CH2:60][C:61](O)=O)[CH3:58]. The catalyst is CN(C=O)C.O.CCOC(C)=O. The product is [NH2:40][C:3]1[C:2]2[N:1]=[C:58]([CH2:57][O:59][CH2:60][CH3:61])[N:12]([CH2:13][CH2:14][O:15][CH2:16][CH2:17][O:18][CH2:19][CH2:20][O:21][CH2:22][CH2:23][P:24](=[O:31])([O:28][CH2:29][CH3:30])[O:25][CH2:26][CH3:27])[C:11]=2[C:10]2[CH:9]=[CH:8][CH:7]=[CH:6][C:5]=2[N:4]=1. The yield is 0.190.